The task is: Predict the product of the given reaction.. This data is from Forward reaction prediction with 1.9M reactions from USPTO patents (1976-2016). (1) Given the reactants Cl.[NH:2]1[CH2:5][CH:4]([NH:6][C:7]2[C:12]([F:13])=[CH:11][N:10]=[C:9]([C:14]3[C:22]4[C:17](=[N:18][CH:19]=[C:20]([Cl:23])[CH:21]=4)[N:16]([S:24]([C:27]4[CH:33]=[CH:32][C:30]([CH3:31])=[CH:29][CH:28]=4)(=[O:26])=[O:25])[CH:15]=3)[N:8]=2)[CH2:3]1.CCN(C(C)C)C(C)C.[C:43](=O)([O:52][C@H:53]1[CH2:57][CH2:56][O:55][CH2:54]1)[O:44]N1C(=O)CCC1=O, predict the reaction product. The product is: [Cl:23][C:20]1[CH:21]=[C:22]2[C:14]([C:9]3[N:8]=[C:7]([NH:6][CH:4]4[CH2:3][N:2]([C:43]([O:52][C@H:53]5[CH2:57][CH2:56][O:55][CH2:54]5)=[O:44])[CH2:5]4)[C:12]([F:13])=[CH:11][N:10]=3)=[CH:15][N:16]([S:24]([C:27]3[CH:33]=[CH:32][C:30]([CH3:31])=[CH:29][CH:28]=3)(=[O:26])=[O:25])[C:17]2=[N:18][CH:19]=1. (2) Given the reactants [CH2:1]([O:4][CH2:5][C:6]([C:8]1[CH:15]=[CH:14][CH:13]=[CH:12][C:9]=1C#N)=O)[CH:2]=[CH2:3].O.[C-:17]#[N:18].[K+].[C:20](=[O:23])([O-])[O-].[NH4+:24].[NH4+:25].C[CH2:27][OH:28], predict the reaction product. The product is: [O:28]=[C:27]1[NH:25][C:6]([C:8]2[CH:9]=[C:12]([CH:13]=[CH:14][CH:15]=2)[C:17]#[N:18])([CH2:5][O:4][CH2:1][CH:2]=[CH2:3])[C:20](=[O:23])[NH:24]1. (3) Given the reactants [C-:1]#[C-:2].[Li+].[Li+].Br[CH2:6][CH2:7][CH2:8][CH2:9][CH2:10][CH2:11][C:12]1[CH:17]=[CH:16][CH:15]=[CH:14][CH:13]=1.O, predict the reaction product. The product is: [CH2:11]([C:12]1[CH:17]=[CH:16][CH:15]=[CH:14][CH:13]=1)[CH2:10][CH2:9][CH2:8][CH2:7][CH2:6][C:1]#[CH:2]. (4) Given the reactants F[C:2]1[C:7]([C:8]2[C:9]3[CH:16]=[CH:15][NH:14][C:10]=3[N:11]=[CH:12][N:13]=2)=[CH:6][CH:5]=[CH:4][N:3]=1.[NH2:17][C:18]1[C:19]([CH3:37])=[CH:20][CH:21]=[C:22]2[C:27]=1[N:26]=[CH:25][N:24]=[C:23]2[NH:28][C:29]1[CH:36]=[CH:35][C:32]([C:33]#[N:34])=[CH:31][CH:30]=1.C[Si]([N-][Si](C)(C)C)(C)C.[Li+].N, predict the reaction product. The product is: [N:11]1[C:10]2[NH:14][CH:15]=[CH:16][C:9]=2[C:8]([C:7]2[C:2]([NH:17][C:18]3[C:19]([CH3:37])=[CH:20][CH:21]=[C:22]4[C:27]=3[N:26]=[CH:25][N:24]=[C:23]4[NH:28][C:29]3[CH:36]=[CH:35][C:32]([C:33]#[N:34])=[CH:31][CH:30]=3)=[N:3][CH:4]=[CH:5][CH:6]=2)=[N:13][CH:12]=1. (5) Given the reactants [CH3:1][C@H:2]1[O:7][C@@H:6]([CH3:8])[CH2:5][N:4]([C:9](=[NH:11])[NH2:10])[CH2:3]1.CN(C)/[CH:14]=[C:15](/[C:20]([C@H:22]1[CH2:26][CH2:25][CH2:24][O:23]1)=O)\[C:16]([O:18][CH3:19])=[O:17].C([O-])(=O)C.[Na+].O, predict the reaction product. The product is: [CH3:1][C@H:2]1[CH2:3][N:4]([C:9]2[N:10]=[C:20]([C@H:22]3[CH2:26][CH2:25][CH2:24][O:23]3)[C:15]([C:16]([O:18][CH3:19])=[O:17])=[CH:14][N:11]=2)[CH2:5][C@@H:6]([CH3:8])[O:7]1.